Dataset: Catalyst prediction with 721,799 reactions and 888 catalyst types from USPTO. Task: Predict which catalyst facilitates the given reaction. (1) Reactant: [P:1]([OH:50])([O:29][CH2:30][CH2:31][CH2:32][O:33][CH2:34][CH2:35][CH2:36][CH2:37][CH2:38][CH2:39][CH2:40][CH2:41][CH2:42][CH2:43][CH2:44][CH2:45][CH2:46][CH2:47][CH2:48][CH3:49])([O:3][CH2:4][CH:5]1[CH:9]([OH:10])[C@@H:8]([OH:11])[C@H:7]([N:12]2[C:16]3[N:17]=[CH:18][N:19]=[C:20]([NH:21][CH2:22][CH2:23][CH:24]([CH3:26])[CH3:25])[C:15]=3[C:14]([C:27]#[N:28])=[CH:13]2)[O:6]1)=[O:2].C(N(CC)CC)C.Cl.[NH2:59][OH:60]. Product: [P:1]([OH:50])([O:29][CH2:30][CH2:31][CH2:32][O:33][CH2:34][CH2:35][CH2:36][CH2:37][CH2:38][CH2:39][CH2:40][CH2:41][CH2:42][CH2:43][CH2:44][CH2:45][CH2:46][CH2:47][CH2:48][CH3:49])([O:3][CH2:4][CH:5]1[CH:9]([OH:10])[C@@H:8]([OH:11])[C@H:7]([N:12]2[C:16]3[N:17]=[CH:18][N:19]=[C:20]([NH:21][CH2:22][CH2:23][CH:24]([CH3:26])[CH3:25])[C:15]=3[C:14]([C:27](=[N:59][OH:60])[NH2:28])=[CH:13]2)[O:6]1)=[O:2]. The catalyst class is: 14. (2) Reactant: Br[C:2]1[C:3]2[C:7]([CH:8]=[CH:9][CH:10]=1)=[N:6][N:5]1[CH:11]=[C:12]([C:16]3[CH:21]=[CH:20][CH:19]=[CH:18][CH:17]=3)[C:13]([Cl:15])=[N:14][C:4]=21.[C:22]([C:24]1[CH:29]=[CH:28][C:27](B(O)O)=[CH:26][CH:25]=1)#[N:23].C(=O)([O-])[O-].[Na+].[Na+].O1CCOCC1. Product: [Cl:15][C:13]1[C:12]([C:16]2[CH:21]=[CH:20][CH:19]=[CH:18][CH:17]=2)=[CH:11][N:5]2[N:6]=[C:7]3[C:3]([C:2]([C:27]4[CH:28]=[CH:29][C:24]([C:22]#[N:23])=[CH:25][CH:26]=4)=[CH:10][CH:9]=[CH:8]3)=[C:4]2[N:14]=1. The catalyst class is: 6. (3) The catalyst class is: 12. Product: [Cl:1][C:2]1[CH:3]=[C:4]([C:8]2[S:12][C:11]([C:13]([OH:15])=[O:14])=[CH:10][C:9]=2[C:18]2[CH:23]=[CH:22][CH:21]=[C:20]([C:24]#[N:25])[CH:19]=2)[CH:5]=[CH:6][CH:7]=1. Reactant: [Cl:1][C:2]1[CH:3]=[C:4]([C:8]2[S:12][C:11]([C:13]([O:15]CC)=[O:14])=[CH:10][C:9]=2[C:18]2[CH:23]=[CH:22][CH:21]=[C:20]([C:24]#[N:25])[CH:19]=2)[CH:5]=[CH:6][CH:7]=1.[OH-].[Li+]. (4) Reactant: Br[C:2]1[CH:10]=[C:9]2[C:5]([CH:6]=[C:7]([CH3:11])[NH:8]2)=[CH:4][CH:3]=1.[H-].[Na+].[Li]CCCC.[CH3:19][C:20]1([CH3:31])[C:24]([CH3:26])([CH3:25])[O:23][B:22](OC(C)C)[O:21]1. Product: [CH3:11][C:7]1[NH:8][C:9]2[C:5]([CH:6]=1)=[CH:4][CH:3]=[C:2]([B:22]1[O:23][C:24]([CH3:26])([CH3:25])[C:20]([CH3:31])([CH3:19])[O:21]1)[CH:10]=2. The catalyst class is: 7. (5) Reactant: [F:1][C:2]1[CH:7]=[CH:6][C:5]([CH:8]([C:10]2[CH:15]=[CH:14][C:13]([S:16][CH3:17])=[CH:12][CH:11]=2)[CH3:9])=[CH:4][N:3]=1.[B:18](OC(C)C)([O:23]C(C)C)[O:19]C(C)C.CC1(C)CCCC(C)(C)N1.C([Li])CCC. Product: [F:1][C:2]1[C:7]([B:18]([OH:23])[OH:19])=[CH:6][C:5]([CH:8]([C:10]2[CH:11]=[CH:12][C:13]([S:16][CH3:17])=[CH:14][CH:15]=2)[CH3:9])=[CH:4][N:3]=1. The catalyst class is: 20.